From a dataset of Full USPTO retrosynthesis dataset with 1.9M reactions from patents (1976-2016). Predict the reactants needed to synthesize the given product. (1) Given the product [O:21]1[C:20]2[CH:25]=[CH:26][C:17]([CH2:16][CH2:15][C:13]3[CH:12]=[CH:11][C:3]([C:4]([O:6][C:7]([CH3:10])([CH3:9])[CH3:8])=[O:5])=[C:2]([NH:1][C:28]4[CH:33]=[CH:32][CH:31]=[C:30]([OH:34])[CH:29]=4)[CH:14]=3)=[CH:18][C:19]=2[O:24][CH2:23][CH2:22]1, predict the reactants needed to synthesize it. The reactants are: [NH2:1][C:2]1[CH:14]=[C:13]([CH2:15][CH2:16][C:17]2[CH:26]=[CH:25][C:20]3[O:21][CH2:22][CH2:23][O:24][C:19]=3[CH:18]=2)[CH:12]=[CH:11][C:3]=1[C:4]([O:6][C:7]([CH3:10])([CH3:9])[CH3:8])=[O:5].I[C:28]1[CH:29]=[C:30]([OH:34])[CH:31]=[CH:32][CH:33]=1.C(=O)([O-])[O-].[Cs+].[Cs+].C1(P(C2CCCCC2)C2C=CC=CC=2C2C(C(C)C)=CC(C(C)C)=CC=2C(C)C)CCCCC1. (2) Given the product [Cl:15][C:12]1[S:11][C:10]([C:8]2[O:7][N:6]=[C:5]([CH2:4][NH2:1])[CH:9]=2)=[CH:14][CH:13]=1, predict the reactants needed to synthesize it. The reactants are: [N:1]([CH2:4][C:5]1[CH:9]=[C:8]([C:10]2[S:11][C:12]([Cl:15])=[CH:13][CH:14]=2)[O:7][N:6]=1)=[N+]=[N-].C1(P(C2C=CC=CC=2)C2C=CC=CC=2)C=CC=CC=1. (3) The reactants are: COC1C=CC(COC2C(=O)[N:13]3[C:16]4(CCCCC4)[NH:17][C:18](=[O:19])[C:12]3=[C:11]([CH3:25])C=2)=CC=1.[CH2:28]([Li])CCC.Cl[C:34]1[CH:39]=[C:38](NC2N=CN=C(NC(C3CC3)=O)C=2)[C:37](=[O:53])[N:36]2[C:54]([C:59]3[CH:64]=[CH:63][CH:62]=C(F)C=3)([CH3:58])[NH:55][C:56](=[O:57])[C:35]=12. Given the product [CH3:28][C:34]1[CH:39]=[C:38]([C:18]([C:12]2[CH:11]=[CH:25][N:17]=[CH:16][N:13]=2)=[O:19])[C:37](=[O:53])[N:36]2[C:54]3([CH2:58][CH2:62][CH2:63][CH2:64][CH2:59]3)[NH:55][C:56](=[O:57])[C:35]=12, predict the reactants needed to synthesize it. (4) Given the product [F:23][CH:2]([F:1])[O:3][C:4]1[CH:5]=[CH:6][C:7]([N:10]2[CH:14]=[CH:13][C:12]([C:15]3[CH:16]=[C:27]([CH:20]=[CH:21][CH:22]=3)[C:26]([OH:29])=[O:28])=[N:11]2)=[CH:8][CH:9]=1, predict the reactants needed to synthesize it. The reactants are: [F:1][CH:2]([F:23])[O:3][C:4]1[CH:9]=[CH:8][C:7]([N:10]2[CH:14]=[CH:13][C:12]([C:15]3[CH:16]=C([CH:20]=[CH:21][CH:22]=3)C#N)=[N:11]2)=[CH:6][CH:5]=1.Cl.O.[C:26]([OH:29])(=[O:28])[CH3:27]. (5) Given the product [F:31][C:29]([F:32])([F:30])[C:28]([NH:27][CH2:26][C:25]1[CH:34]=[CH:35][C:36]([F:37])=[C:23]([CH:20]2[CH2:21][CH2:22][N:17]([C:15]([C:4]3[C:3]4[C:7](=[CH:8][CH:9]=[CH:10][C:2]=4[C:42]4[CH:43]=[CH:44][C:39]([F:38])=[CH:40][CH:41]=4)[N:6]([CH2:11][CH2:12][O:13][CH3:14])[CH:5]=3)=[O:16])[CH2:18][CH2:19]2)[CH:24]=1)=[O:33], predict the reactants needed to synthesize it. The reactants are: Br[C:2]1[CH:10]=[CH:9][CH:8]=[C:7]2[C:3]=1[C:4]([C:15]([N:17]1[CH2:22][CH2:21][CH:20]([C:23]3[CH:24]=[C:25]([CH:34]=[CH:35][C:36]=3[F:37])[CH2:26][NH:27][C:28](=[O:33])[C:29]([F:32])([F:31])[F:30])[CH2:19][CH2:18]1)=[O:16])=[CH:5][N:6]2[CH2:11][CH2:12][O:13][CH3:14].[F:38][C:39]1[CH:44]=[CH:43][C:42](B(O)O)=[CH:41][CH:40]=1.C(=O)([O-])[O-].[Cs+].[Cs+].C(Cl)Cl. (6) Given the product [NH2:11][C@@H:12]1[CH2:21][C:20]2[CH:19]=[C:18]([C:22]3[CH:31]=[CH:30][C:25]([C:26]([O:28][CH3:29])=[O:27])=[CH:24][CH:23]=3)[CH:17]=[CH:16][C:15]=2[CH2:14][CH2:13]1, predict the reactants needed to synthesize it. The reactants are: C(OC([NH:11][C@@H:12]1[CH2:21][C:20]2[CH:19]=[C:18]([C:22]3[CH:31]=[CH:30][C:25]([C:26]([O:28][CH3:29])=[O:27])=[CH:24][CH:23]=3)[CH:17]=[CH:16][C:15]=2[CH2:14][CH2:13]1)=O)C1C=CC=CC=1.C([O-])=O.[NH4+]. (7) The reactants are: C(OC(=O)[NH:7][C:8]1[CH:13]=[C:12]([Cl:14])[C:11]([C:15]([F:18])([F:17])[F:16])=[CH:10][C:9]=1[NH:19][C:20](=[O:36])[CH2:21][C:22](=O)[C:23]1[CH:28]=[CH:27][CH:26]=[C:25]([C:29]2[CH:30]=[N:31][CH:32]=[N:33][CH:34]=2)[CH:24]=1)(C)(C)C.C(O)(C(F)(F)F)=O. Given the product [Cl:14][C:12]1[C:11]([C:15]([F:18])([F:17])[F:16])=[CH:10][C:9]2[NH:19][C:20](=[O:36])[CH2:21][C:22]([C:23]3[CH:28]=[CH:27][CH:26]=[C:25]([C:29]4[CH:30]=[N:31][CH:32]=[N:33][CH:34]=4)[CH:24]=3)=[N:7][C:8]=2[CH:13]=1, predict the reactants needed to synthesize it. (8) The reactants are: C[O:2][C:3](=[O:36])[C:4]1[CH:9]=[CH:8][CH:7]=[C:6]([NH:10][C:11]2[N:16]3[N:17]=[CH:18][C:19]([CH2:20][CH2:21][CH2:22][CH2:23][C:24]([O:26]C)=[O:25])=[C:15]3[N:14]=[C:13]([NH:28][C:29]3[CH:34]=[CH:33][CH:32]=[C:31]([NH2:35])[CH:30]=3)[CH:12]=2)[CH:5]=1.[OH-].[Na+]. Given the product [NH2:35][C:31]1[CH:30]=[C:29]([NH:28][C:13]2[CH:12]=[C:11]([NH:10][C:6]3[CH:5]=[C:4]([CH:9]=[CH:8][CH:7]=3)[C:3]([OH:36])=[O:2])[N:16]3[N:17]=[CH:18][C:19]([CH2:20][CH2:21][CH2:22][CH2:23][C:24]([OH:26])=[O:25])=[C:15]3[N:14]=2)[CH:34]=[CH:33][CH:32]=1, predict the reactants needed to synthesize it.